Predict the product of the given reaction. From a dataset of Forward reaction prediction with 1.9M reactions from USPTO patents (1976-2016). Given the reactants [F:1][C:2]1[CH:3]=[C:4]([CH:9]=[C:10](I)[C:11]=1[OH:12])[C:5]([O:7][CH3:8])=[O:6].[CH:14]#[C:15][CH2:16][CH2:17][CH2:18][CH2:19][CH2:20][CH2:21][CH2:22][CH3:23].C(NC(C)C)(C)C, predict the reaction product. The product is: [F:1][C:2]1[C:11]2[O:12][C:15]([CH2:16][CH2:17][CH2:18][CH2:19][CH2:20][CH2:21][CH2:22][CH3:23])=[CH:14][C:10]=2[CH:9]=[C:4]([C:5]([O:7][CH3:8])=[O:6])[CH:3]=1.